This data is from Full USPTO retrosynthesis dataset with 1.9M reactions from patents (1976-2016). The task is: Predict the reactants needed to synthesize the given product. (1) Given the product [CH:13]1([CH2:19][C@H:20]([NH:32][CH3:33])[CH2:21][NH:22][C:23](=[O:31])[O:24][CH2:25][CH2:26][Si:27]([CH3:29])([CH3:28])[CH3:30])[CH2:14][CH2:15][CH2:16][CH2:17][CH2:18]1, predict the reactants needed to synthesize it. The reactants are: O.C1(C)C(S(O)(=O)=O)=CC=CC=1.[CH:13]1([CH2:19][C@H:20]([NH:32][CH2:33]C(=O)NC(C)(C)C)[CH2:21][NH:22][C:23](=[O:31])[O:24][CH2:25][CH2:26][Si:27]([CH3:30])([CH3:29])[CH3:28])[CH2:18][CH2:17][CH2:16][CH2:15][CH2:14]1. (2) Given the product [CH3:35][C:36]([CH3:41])([CH3:40])[CH2:37]/[CH:38]=[N:24]/[CH2:23][C:22]([NH:21][C:18]1[CH:19]=[CH:20][C:15]([O:14][CH2:13][CH2:12][O:11][C:8](=[O:10])[CH3:9])=[CH:16][C:17]=1[O:26][CH3:27])=[O:25], predict the reactants needed to synthesize it. The reactants are: FC(F)(F)C(O)=O.[C:8]([O:11][CH2:12][CH2:13][O:14][C:15]1[CH:20]=[CH:19][C:18]([NH:21][C:22](=[O:25])[CH2:23][NH2:24])=[C:17]([O:26][CH3:27])[CH:16]=1)(=[O:10])[CH3:9].C(N(CC)CC)C.[CH3:35][C:36]([CH3:41])([CH3:40])[CH2:37][CH:38]=O. (3) The reactants are: [CH3:1][N:2]([CH3:14])[C:3](=[O:13])[CH2:4][C:5]1[CH:10]=[C:9]([CH3:11])[CH:8]=[CH:7][C:6]=1I.[Cl:15][C:16]1[CH:22]=[C:21]([Cl:23])[CH:20]=[C:19]([CH3:24])[C:17]=1[NH2:18].C(=O)([O-])[O-].[K+].[K+]. Given the product [CH3:1][N:2]([CH3:14])[C:3](=[O:13])[CH2:4][C:5]1[CH:10]=[C:9]([CH3:11])[CH:8]=[CH:7][C:6]=1[NH:18][C:17]1[C:19]([CH3:24])=[CH:20][C:21]([Cl:23])=[CH:22][C:16]=1[Cl:15], predict the reactants needed to synthesize it. (4) Given the product [CH3:77][S+:76]([O-:9])[CH2:75][CH2:74][CH2:73][CH2:72][N:69]=[C:70]=[S:71], predict the reactants needed to synthesize it. The reactants are: N#N.C(O)[C@H]1[O:9][C@@H]2O[C@H]3[C@H](O)[C@@H](O)[C@@H](O[C@H]4[C@H](O)[C@@H](O)[C@@H](O[C@H]5[C@H](O)[C@@H](O)[C@@H](O[C@H]6[C@H](O)[C@@H](O)[C@@H](O[C@H]7[C@H](O)[C@@H](O)[C@@H](O[C@H]1[C@H](O)[C@H]2O)O[C@@H]7CO)O[C@@H]6CO)O[C@@H]5CO)O[C@@H]4CO)O[C@@H]3CO.[N:69]([CH2:72][CH2:73][CH2:74][CH2:75][S:76][CH3:77])=[C:70]=[S:71].OO.